From a dataset of Forward reaction prediction with 1.9M reactions from USPTO patents (1976-2016). Predict the product of the given reaction. (1) Given the reactants Cl.[Cl:2][C:3]1[C:12]2[C:7](=[CH:8][C:9]([O:30][CH3:31])=[C:10]([O:13][C@@H:14]3[CH2:18][N:17](C(OC(C)(C)C)=O)[C@@H:16]([C:26]([O:28][CH3:29])=[O:27])[CH2:15]3)[CH:11]=2)[N:6]=[CH:5][N:4]=1.[Cl:32][C:33]1[C:34]([F:40])=[C:35]([CH:37]=[CH:38][CH:39]=1)[NH2:36], predict the reaction product. The product is: [ClH:2].[Cl:32][C:33]1[C:34]([F:40])=[C:35]([NH:36][C:3]2[C:12]3[C:7](=[CH:8][C:9]([O:30][CH3:31])=[C:10]([O:13][C@@H:14]4[CH2:18][NH:17][C@@H:16]([C:26]([O:28][CH3:29])=[O:27])[CH2:15]4)[CH:11]=3)[N:6]=[CH:5][N:4]=2)[CH:37]=[CH:38][CH:39]=1. (2) Given the reactants CC1(C)C(C)(C)OC(OC2C=CC([N+]([O-])=O)=CC=2)=NS1(=O)=O.Cl.[NH2:24][C:25]12[CH2:32][CH2:31][CH:28]([CH2:29][CH2:30]1)[CH2:27][CH2:26]2, predict the reaction product. The product is: [NH2:24][C:25]12[CH2:32][CH2:31][CH:28]([CH2:29][CH2:30]1)[CH2:27][CH2:26]2. (3) Given the reactants [OH:1][CH2:2][C@@H:3]([NH:5][S:6]([C:9]1[CH:14]=[CH:13][CH:12]=[CH:11][C:10]=1[N+:15]([O-:17])=[O:16])(=[O:8])=[O:7])[CH3:4].CN1CCOCC1.[CH3:25][S:26](Cl)(=[O:28])=[O:27], predict the reaction product. The product is: [CH3:25][S:26]([O:1][CH2:2][C@@H:3]([NH:5][S:6]([C:9]1[CH:14]=[CH:13][CH:12]=[CH:11][C:10]=1[N+:15]([O-:17])=[O:16])(=[O:7])=[O:8])[CH3:4])(=[O:28])=[O:27]. (4) The product is: [F:1][C:2]1[CH:3]=[CH:4][C:5]([C:8]2[C:9]3[N:10]([CH:17]=[CH:18][CH:19]=3)[N:11]=[C:12]([CH3:16])[C:13]=2[CH:14]=[O:15])=[CH:6][CH:7]=1. Given the reactants [F:1][C:2]1[CH:7]=[CH:6][C:5]([C:8]2[C:9]3[N:10]([CH:17]=[CH:18][CH:19]=3)[N:11]=[C:12]([CH3:16])[C:13]=2[CH2:14][OH:15])=[CH:4][CH:3]=1.C(N(CC)CC)C, predict the reaction product. (5) Given the reactants [Cl:1][C:2]1[S:3][C:4]([Cl:10])=[CH:5][C:6]=1[C:7](=[O:9])C.[O-:11]Cl.[Na+].[OH-].[Na+], predict the reaction product. The product is: [Cl:1][C:2]1[S:3][C:4]([Cl:10])=[CH:5][C:6]=1[C:7]([OH:11])=[O:9]. (6) Given the reactants [Cl:1][C:2]1[CH:3]=[C:4]([NH:9][C:10]2[N:14]=[C:13]([NH2:15])[NH:12][N:11]=2)[CH:5]=[C:6]([Cl:8])[CH:7]=1.[CH3:16][C:17]1[O:21][C:20]([CH:22]=O)=[CH:19][CH:18]=1.[BH4-].[Na+].C(Cl)Cl, predict the reaction product. The product is: [Cl:1][C:2]1[CH:3]=[C:4]([NH:9][C:10]2[N:14]=[C:13]([NH:15][CH2:22][C:20]3[O:21][C:17]([CH3:16])=[CH:18][CH:19]=3)[NH:12][N:11]=2)[CH:5]=[C:6]([Cl:8])[CH:7]=1. (7) Given the reactants Br[C:2]1[C:3]([C:8]#[N:9])=[N:4][CH:5]=[CH:6][CH:7]=1.[C:10]([C:12]1[CH:17]=[CH:16][C:15]([O:18][CH3:19])=[CH:14][CH:13]=1)#[CH:11].C(N(CC)CC)C.C(=O)([O-])[O-].[Na+].[Na+], predict the reaction product. The product is: [C:8]([C:3]1[C:2]([C:11]#[C:10][C:12]2[CH:17]=[CH:16][C:15]([O:18][CH3:19])=[CH:14][CH:13]=2)=[CH:7][CH:6]=[CH:5][N:4]=1)#[N:9].